Dataset: Reaction yield outcomes from USPTO patents with 853,638 reactions. Task: Predict the reaction yield, written as a fraction of the theoretical maximum amount of product (1.0 means a 100% yield; for example, 0.34 means a 34% yield). The reactants are [C:1]([CH:3]1[CH2:6][N:5]([C:7](=[O:40])[C@H:8]([NH:10][C:11]([C:13]2[C:21]3[C:16](=[N:17][CH:18]=[C:19]([C:22]4[C:30]5[C:25](=[CH:26][C:27]([Cl:31])=[CH:28][CH:29]=5)[NH:24][N:23]=4)[N:20]=3)[N:15]([CH2:32][O:33][CH2:34][CH2:35][Si:36]([CH3:39])([CH3:38])[CH3:37])[CH:14]=2)=[O:12])[CH3:9])[CH2:4]1)#[N:2].C1COCC1.CC(C)([O-])C.[K+].Br[CH2:53][C:54]([O:56][C:57]([CH3:60])([CH3:59])[CH3:58])=[O:55]. The catalyst is [NH4+].[Cl-].O. The product is [C:57]([O:56][C:54](=[O:55])[CH2:53][N:24]1[C:25]2[C:30](=[CH:29][CH:28]=[C:27]([Cl:31])[CH:26]=2)[C:22]([C:19]2[N:20]=[C:21]3[C:13]([C:11](=[O:12])[NH:10][C@H:8]([CH3:9])[C:7]([N:5]4[CH2:6][CH:3]([C:1]#[N:2])[CH2:4]4)=[O:40])=[CH:14][N:15]([CH2:32][O:33][CH2:34][CH2:35][Si:36]([CH3:39])([CH3:38])[CH3:37])[C:16]3=[N:17][CH:18]=2)=[N:23]1)([CH3:60])([CH3:59])[CH3:58]. The yield is 0.370.